From a dataset of Reaction yield outcomes from USPTO patents with 853,638 reactions. Predict the reaction yield, written as a fraction of the theoretical maximum amount of product (1.0 means a 100% yield; for example, 0.34 means a 34% yield). (1) The reactants are [OH:1][C:2]1[CH:7]=[CH:6][C:5]([CH2:8][CH2:9][C:10]2[CH:24]=[CH:23][C:13]3[CH:14]=[C:15]([CH:17]([NH:19][C:20](=[O:22])[CH3:21])[CH3:18])[O:16][C:12]=3[CH:11]=2)=[CH:4][CH:3]=1.[CH3:25][O:26][CH2:27][CH2:28]Cl. No catalyst specified. The product is [CH3:25][O:26][CH2:27][CH2:28][O:1][C:2]1[CH:3]=[CH:4][C:5]([CH2:8][CH2:9][C:10]2[CH:24]=[CH:23][C:13]3[CH:14]=[C:15]([CH:17]([NH:19][C:20](=[O:22])[CH3:21])[CH3:18])[O:16][C:12]=3[CH:11]=2)=[CH:6][CH:7]=1. The yield is 0.250. (2) The product is [F:31][C:32]([F:43])([F:42])[C:33]([NH:1][CH2:2][C@H:3]1[CH2:7][CH2:6][N:5]([C:8]([O:10][C:11]([CH3:14])([CH3:13])[CH3:12])=[O:9])[CH2:4]1)=[O:34]. The catalyst is C(Cl)Cl.O. The reactants are [NH2:1][CH2:2][C@H:3]1[CH2:7][CH2:6][N:5]([C:8]([O:10][C:11]([CH3:14])([CH3:13])[CH3:12])=[O:9])[CH2:4]1.C(N(CC)CC)C.CN(C1C=CC=CN=1)C.[F:31][C:32]([F:43])([F:42])[C:33](O[C:33](=[O:34])[C:32]([F:43])([F:42])[F:31])=[O:34]. The yield is 1.05. (3) The reactants are C([C:3]1[CH:4]=[C:5]2[C:9](=[CH:10][CH:11]=1)[NH:8][CH:7]=[CH:6]2)=O.[C:23]([O:22][C:20](O[C:20]([O:22][C:23]([CH3:26])([CH3:25])[CH3:24])=[O:21])=[O:21])([CH3:26])([CH3:25])[CH3:24].[CH:27](OC)([O:30][CH3:31])[O:28][CH3:29]. The catalyst is CN(C1C=CN=CC=1)C.O.C1(C)C=CC(S(O)(=O)=O)=CC=1. The product is [C:23]([O:22][C:20]([N:8]1[C:9]2[C:5](=[C:4]([CH:27]([O:30][CH3:31])[O:28][CH3:29])[CH:3]=[CH:11][CH:10]=2)[CH:6]=[CH:7]1)=[O:21])([CH3:24])([CH3:25])[CH3:26]. The yield is 0.990. (4) The reactants are C1(P(C2C=CC=CC=2)C2C=CC=CC=2)C=CC=CC=1.[Br:20]Br.O[CH2:23][C:24]1[C:32]2[C:27](=[CH:28][CH:29]=[CH:30][CH:31]=2)[N:26]([C:33]([O:35][C:36]([CH3:39])([CH3:38])[CH3:37])=[O:34])[CH:25]=1. The catalyst is C(Cl)(Cl)(Cl)Cl. The product is [Br:20][CH2:23][C:24]1[C:32]2[C:27](=[CH:28][CH:29]=[CH:30][CH:31]=2)[N:26]([C:33]([O:35][C:36]([CH3:39])([CH3:38])[CH3:37])=[O:34])[CH:25]=1. The yield is 0.823. (5) The catalyst is CC(C)=O. The yield is 0.420. The reactants are P([O-])([O-])([O-])=O.[K+].[K+].[K+].COC(C)(C)C.[NH2:15][CH:16]([C:23]1[CH:28]=[CH:27][C:26]2[O:29][CH2:30][O:31][C:25]=2[CH:24]=1)[CH2:17][C:18]([O:20]CC)=[O:19]. The product is [NH2:15][CH:16]([C:23]1[CH:28]=[CH:27][C:26]2[O:29][CH2:30][O:31][C:25]=2[CH:24]=1)[CH2:17][C:18]([OH:20])=[O:19].